This data is from NCI-60 drug combinations with 297,098 pairs across 59 cell lines. The task is: Regression. Given two drug SMILES strings and cell line genomic features, predict the synergy score measuring deviation from expected non-interaction effect. (1) Drug 1: CN1C2=C(C=C(C=C2)N(CCCl)CCCl)N=C1CCCC(=O)O.Cl. Drug 2: CC(C)CN1C=NC2=C1C3=CC=CC=C3N=C2N. Cell line: NCI-H226. Synergy scores: CSS=3.75, Synergy_ZIP=-3.23, Synergy_Bliss=-3.52, Synergy_Loewe=-0.837, Synergy_HSA=-1.09. (2) Drug 1: CC1C(C(CC(O1)OC2CC(CC3=C2C(=C4C(=C3O)C(=O)C5=C(C4=O)C(=CC=C5)OC)O)(C(=O)C)O)N)O.Cl. Drug 2: CCC1(CC2CC(C3=C(CCN(C2)C1)C4=CC=CC=C4N3)(C5=C(C=C6C(=C5)C78CCN9C7C(C=CC9)(C(C(C8N6C)(C(=O)OC)O)OC(=O)C)CC)OC)C(=O)OC)O.OS(=O)(=O)O. Cell line: K-562. Synergy scores: CSS=56.5, Synergy_ZIP=2.04, Synergy_Bliss=1.25, Synergy_Loewe=-7.27, Synergy_HSA=1.49.